Dataset: NCI-60 drug combinations with 297,098 pairs across 59 cell lines. Task: Regression. Given two drug SMILES strings and cell line genomic features, predict the synergy score measuring deviation from expected non-interaction effect. (1) Drug 1: C1C(C(OC1N2C=NC3=C2NC=NCC3O)CO)O. Drug 2: CC12CCC3C(C1CCC2OP(=O)(O)O)CCC4=C3C=CC(=C4)OC(=O)N(CCCl)CCCl.[Na+]. Cell line: MDA-MB-231. Synergy scores: CSS=1.22, Synergy_ZIP=0.0372, Synergy_Bliss=3.34, Synergy_Loewe=-0.588, Synergy_HSA=0.0221. (2) Drug 1: CC1=C2C(C(=O)C3(C(CC4C(C3C(C(C2(C)C)(CC1OC(=O)C(C(C5=CC=CC=C5)NC(=O)OC(C)(C)C)O)O)OC(=O)C6=CC=CC=C6)(CO4)OC(=O)C)O)C)O. Drug 2: COC1=C2C(=CC3=C1OC=C3)C=CC(=O)O2. Cell line: A549. Synergy scores: CSS=36.9, Synergy_ZIP=0.633, Synergy_Bliss=-5.64, Synergy_Loewe=-39.0, Synergy_HSA=-4.74.